Dataset: Peptide-MHC class I binding affinity with 185,985 pairs from IEDB/IMGT. Task: Regression. Given a peptide amino acid sequence and an MHC pseudo amino acid sequence, predict their binding affinity value. This is MHC class I binding data. (1) The peptide sequence is FLARKGIDT. The MHC is HLA-A68:02 with pseudo-sequence HLA-A68:02. The binding affinity (normalized) is 0. (2) The peptide sequence is IVYLCPVLV. The MHC is HLA-A02:01 with pseudo-sequence HLA-A02:01. The binding affinity (normalized) is 0.545. (3) The peptide sequence is KRFYQTVGF. The MHC is HLA-A69:01 with pseudo-sequence HLA-A69:01. The binding affinity (normalized) is 0.0847.